From a dataset of Forward reaction prediction with 1.9M reactions from USPTO patents (1976-2016). Predict the product of the given reaction. (1) Given the reactants C(O)(C)C.CC1C=CC(C(C)C)=CC=1.[F:15][C:16]([F:26])([F:25])[C:17](=[O:24])[CH2:18][C:19]([O:21][CH2:22][CH3:23])=[O:20], predict the reaction product. The product is: [F:15][C:16]([F:25])([F:26])[CH:17]([OH:24])[CH2:18][C:19]([O:21][CH2:22][CH3:23])=[O:20]. (2) Given the reactants CC([N:5]([CH:9]1[CH2:14][CH2:13][N:12]([C@H:15]2[CH2:20][CH2:19][C@H:18]([O:21][CH2:22][CH3:23])[CH2:17][CH2:16]2)[CH2:11][CH2:10]1)C(=O)[O-])(C)C.[ClH:24], predict the reaction product. The product is: [ClH:24].[ClH:24].[CH2:22]([O:21][C@H:18]1[CH2:17][CH2:16][C@H:15]([N:12]2[CH2:11][CH2:10][CH:9]([NH2:5])[CH2:14][CH2:13]2)[CH2:20][CH2:19]1)[CH3:23]. (3) Given the reactants Br[C:2]1[CH:3]=[C:4]([N+:9]([O-:11])=[O:10])[C:5]([CH3:8])=[N:6][CH:7]=1.[NH2:12][C:13]1[N:18]=[CH:17][C:16]([C:19]#[CH:20])=[CH:15][N:14]=1, predict the reaction product. The product is: [CH3:8][C:5]1[N:6]=[CH:7][C:2]([C:20]#[C:19][C:16]2[CH:15]=[N:14][C:13]([NH2:12])=[N:18][CH:17]=2)=[CH:3][C:4]=1[N+:9]([O-:11])=[O:10]. (4) The product is: [Br:10][C:11]1[C:12]([NH:18][C@@H:19]([C:29]2[CH:31]=[CH:3][CH:2]=[CH:7][CH:30]=2)[CH2:20][NH:21][C:22](=[O:28])[O:23][C:24]([CH3:25])([CH3:26])[CH3:27])=[N:13][C:14]([Cl:17])=[N:15][CH:16]=1. Given the reactants Br[C:2]1[C:3](Cl)=NC(Cl)=N[CH:7]=1.[Br:10][C:11]1[C:12]([NH:18][CH:19]([CH:29]([CH3:31])[CH3:30])[CH2:20][NH:21][C:22](=[O:28])[O:23][C:24]([CH3:27])([CH3:26])[CH3:25])=[N:13][C:14]([Cl:17])=[N:15][CH:16]=1, predict the reaction product. (5) Given the reactants N([O-])=O.[Na+].N[C:6]1[CH:7]=[C:8]2[C:13](=[CH:14][CH:15]=1)[C:12](=[O:16])[CH2:11][CH2:10][CH2:9]2.[BrH:17], predict the reaction product. The product is: [Br:17][C:6]1[CH:7]=[C:8]2[C:13](=[CH:14][CH:15]=1)[C:12](=[O:16])[CH2:11][CH2:10][CH2:9]2. (6) Given the reactants [CH3:1][O:2][C:3]1[CH:4]=[C:5]([CH:11](O)[C:12]([O:14][CH2:15][C:16]2[CH:21]=[CH:20][CH:19]=[CH:18][CH:17]=2)=[O:13])[CH:6]=[CH:7][C:8]=1[O:9][CH3:10].C(N(CC)CC)C.S([Cl:34])(C)(=O)=O, predict the reaction product. The product is: [Cl:34][CH:11]([C:5]1[CH:6]=[CH:7][C:8]([O:9][CH3:10])=[C:3]([O:2][CH3:1])[CH:4]=1)[C:12]([O:14][CH2:15][C:16]1[CH:21]=[CH:20][CH:19]=[CH:18][CH:17]=1)=[O:13]. (7) Given the reactants [CH3:1][O:2][C:3]1[CH:18]=[CH:17][C:6]([C:7]([NH:9][CH:10]([CH2:14][CH:15]=[CH2:16])[C:11]([OH:13])=O)=[O:8])=[CH:5][CH:4]=1.N1C=CC=C[CH:20]=1.CC(OC(C)=O)=O, predict the reaction product. The product is: [C:11]([CH:10]([NH:9][C:7](=[O:8])[C:6]1[CH:5]=[CH:4][C:3]([O:2][CH3:1])=[CH:18][CH:17]=1)[CH2:14][CH:15]=[CH2:16])(=[O:13])[CH3:20]. (8) Given the reactants [NH2:1][C:2]1[C:3]([NH:8][CH2:9][CH:10]2[CH2:15][CH2:14][C:13]([C:20]3[CH:25]=[CH:24][CH:23]=[CH:22][CH:21]=3)([C:16]([O:18][CH3:19])=[O:17])[CH2:12][CH2:11]2)=[N:4][CH:5]=[CH:6][CH:7]=1.[F:26][C:27]([F:33])([F:32])[CH2:28][C:29](O)=[O:30].Cl.CN(C)CCCN=C=NCC.O.ON1C2C=CC=CC=2N=N1.CCN(CC)CC, predict the reaction product. The product is: [NH3:1].[C:20]1([C:13]2([C:16]([O:18][CH3:19])=[O:17])[CH2:12][CH2:11][CH:10]([CH2:9][NH:8][C:3]3[C:2]([NH:1][C:29](=[O:30])[CH2:28][C:27]([F:33])([F:32])[F:26])=[CH:7][CH:6]=[CH:5][N:4]=3)[CH2:15][CH2:14]2)[CH:25]=[CH:24][CH:23]=[CH:22][CH:21]=1.